From a dataset of Reaction yield outcomes from USPTO patents with 853,638 reactions. Predict the reaction yield, written as a fraction of the theoretical maximum amount of product (1.0 means a 100% yield; for example, 0.34 means a 34% yield). (1) The yield is 0.920. The reactants are [C:1]([OH:13])(=[O:12])[CH2:2][C:3]([CH2:8][C:9]([OH:11])=[O:10])([C:5]([OH:7])=[O:6])[OH:4].O1[B:19]([C@@H:20]([NH:25][C:26](=[O:39])[CH2:27][NH:28][C:29](=[O:38])[C:30]2[CH:35]=[C:34]([Cl:36])[CH:33]=[CH:32][C:31]=2[Cl:37])[CH2:21][CH:22]([CH3:24])[CH3:23])O[B:19]([C@@H:20]([NH:25][C:26](=[O:39])[CH2:27][NH:28][C:29](=[O:38])[C:30]2[CH:35]=[C:34]([Cl:36])[CH:33]=[CH:32][C:31]=2[Cl:37])[CH2:21][CH:22]([CH3:24])[CH3:23])O[B:19]1[C@@H:20]([NH:25][C:26](=[O:39])[CH2:27][NH:28][C:29](=[O:38])[C:30]1[CH:35]=[C:34]([Cl:36])[CH:33]=[CH:32][C:31]=1[Cl:37])[CH2:21][CH:22]([CH3:24])[CH3:23]. The product is [C:9]([CH2:8][C:3]1([C:5]([OH:7])=[O:6])[CH2:2][C:1](=[O:13])[O:12][B:19]([C@@H:20]([NH:25][C:26](=[O:39])[CH2:27][NH:28][C:29](=[O:38])[C:30]2[CH:35]=[C:34]([Cl:36])[CH:33]=[CH:32][C:31]=2[Cl:37])[CH2:21][CH:22]([CH3:24])[CH3:23])[O:4]1)([OH:11])=[O:10]. The catalyst is CCOC(C)=O. (2) The yield is 0.430. The reactants are [O-:1][S:2]([C:5]([F:8])([F:7])[F:6])(=[O:4])=[O:3].[CH3:9][N:10]([CH3:23])[C:11]1[CH:12]=[C:13]2[C:18](=[CH:19][CH:20]=1)[N+:17]([CH3:21])=[C:16]([CH3:22])[CH:15]=[CH:14]2.[CH3:24][C:25]1[CH:30]=[CH:29][C:28]([C:31]2[O:35][N:34]=[C:33]([CH:36]=O)[CH:32]=2)=[CH:27][CH:26]=1. The catalyst is CO.N1CCCCC1. The product is [O-:4][S:2]([C:5]([F:8])([F:7])[F:6])(=[O:3])=[O:1].[CH3:9][N:10]([CH3:23])[C:11]1[CH:12]=[C:13]2[C:18](=[CH:19][CH:20]=1)[N+:17]([CH3:21])=[C:16](/[CH:22]=[CH:36]/[C:33]1[CH:32]=[C:31]([C:28]3[CH:29]=[CH:30][C:25]([CH3:24])=[CH:26][CH:27]=3)[O:35][N:34]=1)[CH:15]=[CH:14]2.